Dataset: NCI-60 drug combinations with 297,098 pairs across 59 cell lines. Task: Regression. Given two drug SMILES strings and cell line genomic features, predict the synergy score measuring deviation from expected non-interaction effect. (1) Drug 1: CCC1=CC2CC(C3=C(CN(C2)C1)C4=CC=CC=C4N3)(C5=C(C=C6C(=C5)C78CCN9C7C(C=CC9)(C(C(C8N6C)(C(=O)OC)O)OC(=O)C)CC)OC)C(=O)OC.C(C(C(=O)O)O)(C(=O)O)O. Drug 2: C1=CC=C(C(=C1)C(C2=CC=C(C=C2)Cl)C(Cl)Cl)Cl. Cell line: HOP-92. Synergy scores: CSS=32.1, Synergy_ZIP=-0.383, Synergy_Bliss=3.76, Synergy_Loewe=-45.6, Synergy_HSA=4.15. (2) Drug 1: CN(C)N=NC1=C(NC=N1)C(=O)N. Drug 2: CC1C(C(=O)NC(C(=O)N2CCCC2C(=O)N(CC(=O)N(C(C(=O)O1)C(C)C)C)C)C(C)C)NC(=O)C3=C4C(=C(C=C3)C)OC5=C(C(=O)C(=C(C5=N4)C(=O)NC6C(OC(=O)C(N(C(=O)CN(C(=O)C7CCCN7C(=O)C(NC6=O)C(C)C)C)C)C(C)C)C)N)C. Cell line: HL-60(TB). Synergy scores: CSS=21.8, Synergy_ZIP=14.8, Synergy_Bliss=11.1, Synergy_Loewe=11.2, Synergy_HSA=11.9. (3) Drug 1: C1CC(=O)NC(=O)C1N2CC3=C(C2=O)C=CC=C3N. Drug 2: C1=CC(=CC=C1CCC2=CNC3=C2C(=O)NC(=N3)N)C(=O)NC(CCC(=O)O)C(=O)O. Cell line: NCI-H460. Synergy scores: CSS=37.8, Synergy_ZIP=2.04, Synergy_Bliss=0.449, Synergy_Loewe=-6.82, Synergy_HSA=2.27. (4) Drug 1: CC(C1=C(C=CC(=C1Cl)F)Cl)OC2=C(N=CC(=C2)C3=CN(N=C3)C4CCNCC4)N. Drug 2: CC12CCC3C(C1CCC2OP(=O)(O)O)CCC4=C3C=CC(=C4)OC(=O)N(CCCl)CCCl.[Na+]. Cell line: HCT116. Synergy scores: CSS=6.46, Synergy_ZIP=-8.50, Synergy_Bliss=-20.4, Synergy_Loewe=-37.1, Synergy_HSA=-19.7. (5) Drug 1: C1=C(C(=O)NC(=O)N1)F. Drug 2: C1=NC(=NC(=O)N1C2C(C(C(O2)CO)O)O)N. Cell line: SF-268. Synergy scores: CSS=26.1, Synergy_ZIP=5.78, Synergy_Bliss=6.68, Synergy_Loewe=5.33, Synergy_HSA=5.47. (6) Drug 2: CC1CCCC2(C(O2)CC(NC(=O)CC(C(C(=O)C(C1O)C)(C)C)O)C(=CC3=CSC(=N3)C)C)C. Synergy scores: CSS=12.5, Synergy_ZIP=-5.43, Synergy_Bliss=-3.59, Synergy_Loewe=-4.45, Synergy_HSA=-4.45. Drug 1: C1=CC(=CC=C1CCC2=CNC3=C2C(=O)NC(=N3)N)C(=O)NC(CCC(=O)O)C(=O)O. Cell line: OVCAR-5. (7) Drug 1: C#CCC(CC1=CN=C2C(=N1)C(=NC(=N2)N)N)C3=CC=C(C=C3)C(=O)NC(CCC(=O)O)C(=O)O. Drug 2: C(CCl)NC(=O)N(CCCl)N=O. Cell line: SNB-19. Synergy scores: CSS=16.2, Synergy_ZIP=-3.67, Synergy_Bliss=1.96, Synergy_Loewe=-2.07, Synergy_HSA=-2.22. (8) Drug 1: CC1=C(C(=CC=C1)Cl)NC(=O)C2=CN=C(S2)NC3=CC(=NC(=N3)C)N4CCN(CC4)CCO. Drug 2: COCCOC1=C(C=C2C(=C1)C(=NC=N2)NC3=CC=CC(=C3)C#C)OCCOC.Cl. Cell line: ACHN. Synergy scores: CSS=43.7, Synergy_ZIP=3.29, Synergy_Bliss=6.72, Synergy_Loewe=9.27, Synergy_HSA=10.8. (9) Drug 1: CCC1=CC2CC(C3=C(CN(C2)C1)C4=CC=CC=C4N3)(C5=C(C=C6C(=C5)C78CCN9C7C(C=CC9)(C(C(C8N6C)(C(=O)OC)O)OC(=O)C)CC)OC)C(=O)OC.C(C(C(=O)O)O)(C(=O)O)O. Drug 2: CC1=C(C(CCC1)(C)C)C=CC(=CC=CC(=CC(=O)O)C)C. Cell line: K-562. Synergy scores: CSS=66.4, Synergy_ZIP=-6.87, Synergy_Bliss=-4.43, Synergy_Loewe=-1.17, Synergy_HSA=0.560.